This data is from NCI-60 drug combinations with 297,098 pairs across 59 cell lines. The task is: Regression. Given two drug SMILES strings and cell line genomic features, predict the synergy score measuring deviation from expected non-interaction effect. (1) Drug 1: C1=CC(=CC=C1C#N)C(C2=CC=C(C=C2)C#N)N3C=NC=N3. Drug 2: C1=NC2=C(N=C(N=C2N1C3C(C(C(O3)CO)O)F)Cl)N. Cell line: HOP-62. Synergy scores: CSS=24.8, Synergy_ZIP=1.03, Synergy_Bliss=1.45, Synergy_Loewe=-18.0, Synergy_HSA=5.74. (2) Drug 1: CCCS(=O)(=O)NC1=C(C(=C(C=C1)F)C(=O)C2=CNC3=C2C=C(C=N3)C4=CC=C(C=C4)Cl)F. Drug 2: CCN(CC)CCCC(C)NC1=C2C=C(C=CC2=NC3=C1C=CC(=C3)Cl)OC. Cell line: A549. Synergy scores: CSS=25.4, Synergy_ZIP=20.2, Synergy_Bliss=20.7, Synergy_Loewe=16.9, Synergy_HSA=18.6. (3) Synergy scores: CSS=6.48, Synergy_ZIP=6.90, Synergy_Bliss=5.09, Synergy_Loewe=-7.03, Synergy_HSA=-4.44. Drug 1: CCN(CC)CCNC(=O)C1=C(NC(=C1C)C=C2C3=C(C=CC(=C3)F)NC2=O)C. Cell line: OVCAR3. Drug 2: COCCOC1=C(C=C2C(=C1)C(=NC=N2)NC3=CC=CC(=C3)C#C)OCCOC.Cl. (4) Drug 1: CC12CCC3C(C1CCC2=O)CC(=C)C4=CC(=O)C=CC34C. Drug 2: C1C(C(OC1N2C=NC(=NC2=O)N)CO)O. Cell line: CAKI-1. Synergy scores: CSS=16.2, Synergy_ZIP=-5.08, Synergy_Bliss=-4.82, Synergy_Loewe=-4.14, Synergy_HSA=-2.71.